Dataset: Reaction yield outcomes from USPTO patents with 853,638 reactions. Task: Predict the reaction yield, written as a fraction of the theoretical maximum amount of product (1.0 means a 100% yield; for example, 0.34 means a 34% yield). (1) The reactants are [CH3:1][C:2]1[N:7]=[CH:6][C:5]([CH2:8][NH2:9])=[CH:4][CH:3]=1.[CH:10]1([CH2:14][C:15]([NH:17][C:18]2[CH:23]=[CH:22][N:21]([CH2:24][CH2:25][CH:26]([F:36])[CH2:27][N:28]3[CH:32]=[C:31]([C:33](O)=[O:34])[N:30]=[N:29]3)[C:20](=[O:37])[C:19]=2[F:38])=[O:16])[CH2:13][CH2:12][CH2:11]1.CN(C(ON1N=NC2C=CC=NC1=2)=[N+](C)C)C.F[P-](F)(F)(F)(F)F.C(N(C(C)C)C(C)C)C. The catalyst is CN(C=O)C. The product is [CH:10]1([CH2:14][C:15]([NH:17][C:18]2[CH:23]=[CH:22][N:21]([CH2:24][CH2:25][CH:26]([F:36])[CH2:27][N:28]3[CH:32]=[C:31]([C:33]([NH:9][CH2:8][C:5]4[CH:6]=[N:7][C:2]([CH3:1])=[CH:3][CH:4]=4)=[O:34])[N:30]=[N:29]3)[C:20](=[O:37])[C:19]=2[F:38])=[O:16])[CH2:13][CH2:12][CH2:11]1. The yield is 0.210. (2) The reactants are [C:1]([C:3]1[CH:4]=[C:5]([CH:17]=[CH:18][C:19]=1[O:20][CH2:21][CH:22]([CH3:24])[CH3:23])[C:6]([NH:8][C:9]1[CH:14]=[CH:13][CH:12]=[C:11]([O:15][CH3:16])[CH:10]=1)=O)#[N:2].COC1C=CC(P2(SP(C3C=CC(OC)=CC=3)(=S)S2)=[S:34])=CC=1. The catalyst is C1(C)C=CC=CC=1. The product is [C:1]([C:3]1[CH:4]=[C:5]([CH:17]=[CH:18][C:19]=1[O:20][CH2:21][CH:22]([CH3:24])[CH3:23])[C:6]([NH:8][C:9]1[CH:14]=[CH:13][CH:12]=[C:11]([O:15][CH3:16])[CH:10]=1)=[S:34])#[N:2]. The yield is 0.880. (3) The reactants are [F:1][C:2]1[CH:7]=[C:6]([C:8]([O:10]C)=[O:9])[CH:5]=[CH:4][C:3]=1[N:12]1[CH2:17][CH2:16][N:15]([C:18]([O:20][C:21]([CH3:24])([CH3:23])[CH3:22])=[O:19])[CH2:14][CH2:13]1.[Li+].[OH-]. The catalyst is O1CCOCC1. The product is [C:21]([O:20][C:18]([N:15]1[CH2:16][CH2:17][N:12]([C:3]2[CH:4]=[CH:5][C:6]([C:8]([OH:10])=[O:9])=[CH:7][C:2]=2[F:1])[CH2:13][CH2:14]1)=[O:19])([CH3:24])([CH3:22])[CH3:23]. The yield is 1.00. (4) The reactants are [OH:1][C:2]1[CH:3]=[C:4]2[C:9](=[CH:10][CH:11]=1)[N:8]=[C:7]([C:12]1[CH:19]=[CH:18][C:15]([C:16]#[N:17])=[CH:14][CH:13]=1)[CH:6]=[CH:5]2.[NH2:20][OH:21].Cl. The catalyst is CCO. The product is [OH:21][NH:20][C:16](=[NH:17])[C:15]1[CH:14]=[CH:13][C:12]([C:7]2[CH:6]=[CH:5][C:4]3[C:9](=[CH:10][CH:11]=[C:2]([OH:1])[CH:3]=3)[N:8]=2)=[CH:19][CH:18]=1. The yield is 0.780.